Dataset: Reaction yield outcomes from USPTO patents with 853,638 reactions. Task: Predict the reaction yield, written as a fraction of the theoretical maximum amount of product (1.0 means a 100% yield; for example, 0.34 means a 34% yield). (1) No catalyst specified. The yield is 0.850. The reactants are Br[CH2:2][CH2:3][C:4]1[CH:9]=[CH:8][C:7]([N+:10]([O-:12])=[O:11])=[CH:6][CH:5]=1.[CH2:13]([NH:15][C:16]([N:18]1[CH2:25][CH:24]2[CH2:26][CH:20]([CH2:21][NH:22][CH2:23]2)[CH2:19]1)=[O:17])[CH3:14].C([O-])([O-])=O.[K+].[K+]. The product is [CH2:13]([NH:15][C:16]([N:18]1[CH2:25][CH:24]2[CH2:26][CH:20]([CH2:21][N:22]([CH2:2][CH2:3][C:4]3[CH:9]=[CH:8][C:7]([N+:10]([O-:12])=[O:11])=[CH:6][CH:5]=3)[CH2:23]2)[CH2:19]1)=[O:17])[CH3:14]. (2) The catalyst is CN(C=O)C. The product is [Cl:72][C:67]1[CH:68]=[CH:69][CH:70]=[CH:71][C:66]=1[CH2:65][C@@H:64]([NH:73][C:18](=[O:20])[C:17]1[CH:21]=[CH:22][C:23]([CH2:24][CH3:25])=[C:15]([N:14]2[C:9](=[O:11])[C:8]3[CH:7]=[C:6]([CH3:13])[S:5][C:4]=3[NH:1][C:2]2=[O:3])[CH:16]=1)[C@@H:63]([OH:74])[C:62]([OH:75])=[O:61]. The reactants are [N:1]([C:4]1[S:5][C:6]([CH3:13])=[CH:7][C:8]=1[C:9]([O:11]C)=O)=[C:2]=[O:3].[NH2:14][C:15]1[CH:16]=[C:17]([CH:21]=[CH:22][C:23]=1[CH2:24][CH3:25])[C:18]([OH:20])=O.CCN(C(C)C)C(C)C.CN(C(ON1N=NC2C=CC=NC1=2)=[N+](C)C)C.F[P-](F)(F)(F)(F)F.C([O:61][C:62](=[O:75])[C@H:63]([OH:74])[C@H:64]([NH2:73])[CH2:65][C:66]1[CH:71]=[CH:70][CH:69]=[CH:68][C:67]=1[Cl:72])C. The yield is 1.00. (3) The reactants are CN(C(ON1N=NC2C=CC=NC1=2)=[N+](C)C)C.F[P-](F)(F)(F)(F)F.CCN(C(C)C)C(C)C.[NH2:34][C@@H:35]([CH2:65][C:66]#[N:67])[C:36]([NH:38][C@@H:39]([CH2:56][C:57]1[CH:62]=[CH:61][C:60]([O:63][CH3:64])=[CH:59][CH:58]=1)[C:40]([NH:42][C@@H:43]([CH2:50][C:51]1[CH2:55][CH2:54][CH2:53][CH:52]=1)[C:44]([C@@:46]1([CH3:49])[CH2:48][O:47]1)=[O:45])=[O:41])=[O:37].[O:68]1[CH2:73][CH2:72][N:71]([CH2:74][C:75](O)=[O:76])[CH2:70][CH2:69]1. The catalyst is CN(C=O)C.O.CCOC(C)=O. The product is [C:66]([CH2:65][C@H:35]([NH:34][C:75](=[O:76])[CH2:74][N:71]1[CH2:72][CH2:73][O:68][CH2:69][CH2:70]1)[C:36]([NH:38][C@@H:39]([CH2:56][C:57]1[CH:62]=[CH:61][C:60]([O:63][CH3:64])=[CH:59][CH:58]=1)[C:40]([NH:42][C@@H:43]([CH2:50][C:51]1[CH2:55][CH2:54][CH2:53][CH:52]=1)[C:44]([C@@:46]1([CH3:49])[CH2:48][O:47]1)=[O:45])=[O:41])=[O:37])#[N:67]. The yield is 0.350. (4) The reactants are [H-].[H-].[H-].[H-].[Li+].[Al+3].C(O[C:12]([N:14]1[CH2:18][CH:17]([OH:19])[CH:16]([NH:20][C:21](OCC2C=CC=CC=2)=O)[CH2:15]1)=O)(C)(C)C. The catalyst is C1COCC1. The product is [CH3:12][N:14]1[CH2:15][CH:16]([NH:20][CH3:21])[CH:17]([OH:19])[CH2:18]1. The yield is 0.180. (5) The reactants are [N:1]1[CH:6]=[CH:5][C:4]([CH:7]=O)=[CH:3][N:2]=1.Cl.[NH2:10][CH2:11][CH2:12][CH2:13][C:14]([O:16][CH2:17][CH3:18])=[O:15].C(N(CC)CC)C.[O-]S([O-])(=O)=O.[Mg+2]. The catalyst is C(Cl)(Cl)Cl. The product is [N:1]1[CH:6]=[CH:5][C:4]([CH:7]=[N:10][CH2:11][CH2:12][CH2:13][C:14]([O:16][CH2:17][CH3:18])=[O:15])=[CH:3][N:2]=1. The yield is 1.00.